From a dataset of Reaction yield outcomes from USPTO patents with 853,638 reactions. Predict the reaction yield, written as a fraction of the theoretical maximum amount of product (1.0 means a 100% yield; for example, 0.34 means a 34% yield). The reactants are [C:1]([O:5][C:6](=[O:15])[NH:7][C:8]1[S:12][C:11]([Br:13])=[N:10][C:9]=1[CH3:14])([CH3:4])([CH3:3])[CH3:2].[H-].[Na+].I[CH3:19].O. The catalyst is CN(C=O)C.C(OCC)(=O)C. The product is [C:1]([O:5][C:6](=[O:15])[N:7]([C:8]1[S:12][C:11]([Br:13])=[N:10][C:9]=1[CH3:14])[CH3:19])([CH3:4])([CH3:3])[CH3:2]. The yield is 0.540.